This data is from NCI-60 drug combinations with 297,098 pairs across 59 cell lines. The task is: Regression. Given two drug SMILES strings and cell line genomic features, predict the synergy score measuring deviation from expected non-interaction effect. (1) Drug 1: C1=C(C(=O)NC(=O)N1)F. Drug 2: CC1=C(C(CCC1)(C)C)C=CC(=CC=CC(=CC(=O)O)C)C. Cell line: SK-MEL-28. Synergy scores: CSS=31.7, Synergy_ZIP=6.26, Synergy_Bliss=6.28, Synergy_Loewe=2.80, Synergy_HSA=3.84. (2) Drug 1: CC1OCC2C(O1)C(C(C(O2)OC3C4COC(=O)C4C(C5=CC6=C(C=C35)OCO6)C7=CC(=C(C(=C7)OC)O)OC)O)O. Drug 2: CC1C(C(CC(O1)OC2CC(CC3=C2C(=C4C(=C3O)C(=O)C5=C(C4=O)C(=CC=C5)OC)O)(C(=O)CO)O)N)O.Cl. Cell line: SNB-75. Synergy scores: CSS=65.0, Synergy_ZIP=-5.81, Synergy_Bliss=-3.17, Synergy_Loewe=0.671, Synergy_HSA=2.39. (3) Drug 1: CNC(=O)C1=CC=CC=C1SC2=CC3=C(C=C2)C(=NN3)C=CC4=CC=CC=N4. Drug 2: CN1C(=O)N2C=NC(=C2N=N1)C(=O)N. Cell line: NCI-H522. Synergy scores: CSS=-4.75, Synergy_ZIP=0.246, Synergy_Bliss=-4.58, Synergy_Loewe=-16.6, Synergy_HSA=-9.95.